Dataset: Full USPTO retrosynthesis dataset with 1.9M reactions from patents (1976-2016). Task: Predict the reactants needed to synthesize the given product. (1) Given the product [Br:13][C:3]1[CH:4]=[C:5]([CH2:8][C:9]([O:11][CH3:12])=[O:10])[CH:6]=[CH:7][C:2]=1[NH:1][C:22]([NH:21][C:16]1[CH:17]=[CH:18][CH:19]=[CH:20][C:15]=1[CH3:14])=[O:23], predict the reactants needed to synthesize it. The reactants are: [NH2:1][C:2]1[CH:7]=[CH:6][C:5]([CH2:8][C:9]([O:11][CH3:12])=[O:10])=[CH:4][C:3]=1[Br:13].[CH3:14][C:15]1[CH:20]=[CH:19][CH:18]=[CH:17][C:16]=1[N:21]=[C:22]=[O:23].CCN(CC)CC. (2) Given the product [CH:30]1([C:28]#[C:29][C:2]2[CH:23]=[CH:22][C:5]([C:6]([NH:8][S:9]([C:12]3[CH:17]=[CH:16][CH:15]=[CH:14][C:13]=3[S:18](=[O:21])(=[O:20])[NH2:19])(=[O:11])=[O:10])=[O:7])=[CH:4][C:3]=2[O:24][CH:25]([CH3:27])[CH3:26])[CH2:32][CH2:31]1, predict the reactants needed to synthesize it. The reactants are: Br[C:2]1[CH:23]=[CH:22][C:5]([C:6]([NH:8][S:9]([C:12]2[CH:17]=[CH:16][CH:15]=[CH:14][C:13]=2[S:18](=[O:21])(=[O:20])[NH2:19])(=[O:11])=[O:10])=[O:7])=[CH:4][C:3]=1[O:24][CH:25]([CH3:27])[CH3:26].[C:28]([CH:30]1[CH2:32][CH2:31]1)#[CH:29].